Dataset: Full USPTO retrosynthesis dataset with 1.9M reactions from patents (1976-2016). Task: Predict the reactants needed to synthesize the given product. (1) Given the product [CH2:1]([O:3][C:4]([C:6]1[N:7]([C@H:27]([CH3:29])[CH2:28][NH:24][C:22]([O:21][C:17]([CH3:20])([CH3:19])[CH3:18])=[O:23])[C:8]2[C:13]([CH:14]=1)=[CH:12][CH:11]=[C:10]([CH3:15])[C:9]=2[Cl:16])=[O:5])[CH3:2], predict the reactants needed to synthesize it. The reactants are: [CH2:1]([O:3][C:4]([C:6]1[NH:7][C:8]2[C:13]([CH:14]=1)=[CH:12][CH:11]=[C:10]([CH3:15])[C:9]=2[Cl:16])=[O:5])[CH3:2].[C:17]([O:21][C:22]([N:24]1[CH2:28][C@H:27]([CH3:29])OS1(=O)=O)=[O:23])([CH3:20])([CH3:19])[CH3:18]. (2) Given the product [Cl:1][C:2]1[N:7]=[C:6]([NH:8][C:9]2[CH:10]=[C:11]3[C:15](=[CH:16][CH:17]=2)[NH:14][N:13]=[CH:12]3)[CH:5]=[C:4]([O:23][CH2:22][CH2:21][N:20]([CH3:24])[CH3:19])[N:3]=1, predict the reactants needed to synthesize it. The reactants are: [Cl:1][C:2]1[N:7]=[C:6]([NH:8][C:9]2[CH:10]=[C:11]3[C:15](=[CH:16][CH:17]=2)[NH:14][N:13]=[CH:12]3)[CH:5]=[C:4](Cl)[N:3]=1.[CH3:19][N:20]([CH3:24])[CH2:21][CH2:22][OH:23].O. (3) Given the product [F:8][C:6]1[CH:5]=[CH:4][N:3]2[CH:10]=[C:11]([C:12]([O:14][CH2:15][CH3:16])=[O:13])[N:1]=[C:2]2[CH:7]=1, predict the reactants needed to synthesize it. The reactants are: [NH2:1][C:2]1[CH:7]=[C:6]([F:8])[CH:5]=[CH:4][N:3]=1.Br[CH2:10][C:11](=O)[C:12]([O:14][CH2:15][CH3:16])=[O:13]. (4) The reactants are: O=[C:2]1[CH2:11][CH2:10][CH2:9][C:8]2[CH:7]=[C:6]([O:12][S:13]([C:16]([F:19])([F:18])[F:17])(=[O:15])=[O:14])[CH:5]=[CH:4][C:3]1=2.[NH:20]1[CH:24]=[C:23]([C:25]([O:27][CH:28]([CH3:30])[CH3:29])=[O:26])[N:22]=[CH:21]1.C1(P(C2C=CC=CC=2)C2C=CC=CC=2)C=CC=CC=1.N(C(OC)=O)=NC(OC)=O. Given the product [CH:28]([O:27][C:25]([C:23]1[N:22]([CH:2]2[C:3]3[C:8](=[CH:7][C:6]([O:12][S:13]([C:16]([F:19])([F:18])[F:17])(=[O:15])=[O:14])=[CH:5][CH:4]=3)[CH2:9][CH2:10][CH2:11]2)[CH:21]=[N:20][CH:24]=1)=[O:26])([CH3:30])[CH3:29], predict the reactants needed to synthesize it. (5) Given the product [CH:2]1([C:7]2[CH:8]=[CH:9][C:10]([C:13]3([C:16]([OH:18])=[O:17])[CH2:14][CH2:15]3)=[CH:11][CH:12]=2)[CH2:3][CH2:4][CH2:5][CH2:6]1, predict the reactants needed to synthesize it. The reactants are: O[C:2]1([C:7]2[CH:12]=[CH:11][C:10]([C:13]3([C:16]([OH:18])=[O:17])[CH2:15][CH2:14]3)=[CH:9][CH:8]=2)[CH2:6][CH2:5][CH2:4][CH2:3]1.C([SiH](CC)CC)C.C(O)(C(F)(F)F)=O. (6) Given the product [Br:1][C:2]1[CH:3]=[C:4]2[C:9](=[CH:10][CH:11]=1)[N:8]=[CH:7][C:6]([C:12]([CH:14]1[CH2:16][CH2:15]1)=[O:13])=[C:5]2[NH:30][C:29]1[CH:31]=[CH:32][CH:33]=[C:27]([CH2:26][CH2:25][N:22]2[CH2:21][CH2:20][N:19]([CH3:18])[CH2:24][CH2:23]2)[CH:28]=1, predict the reactants needed to synthesize it. The reactants are: [Br:1][C:2]1[CH:3]=[C:4]2[C:9](=[CH:10][CH:11]=1)[N:8]=[CH:7][C:6]([C:12]([CH:14]1[CH2:16][CH2:15]1)=[O:13])=[C:5]2Cl.[CH3:18][N:19]1[CH2:24][CH2:23][N:22]([CH2:25][CH2:26][C:27]2[CH:28]=[C:29]([CH:31]=[CH:32][CH:33]=2)[NH2:30])[CH2:21][CH2:20]1. (7) Given the product [Cl:1][C:2]1[CH:7]=[CH:6][C:5]([N:9]2[C:17]3[C:12](=[C:13]([CH2:18][N:19]4[CH2:24][CH2:23][CH:22]([C:25]5[CH:26]=[C:27]([NH:31][C:32](=[O:36])[CH:33]([CH3:34])[CH3:35])[CH:28]=[CH:29][CH:30]=5)[CH2:21][CH2:20]4)[CH:14]=[CH:15][CH:16]=3)[CH:11]=[CH:10]2)=[CH:4][CH:3]=1, predict the reactants needed to synthesize it. The reactants are: [Cl:1][C:2]1[CH:7]=[CH:6][C:5](I)=[CH:4][CH:3]=1.[NH:9]1[C:17]2[C:12](=[C:13]([CH2:18][N:19]3[CH2:24][CH2:23][CH:22]([C:25]4[CH:26]=[C:27]([NH:31][C:32](=[O:36])[CH:33]([CH3:35])[CH3:34])[CH:28]=[CH:29][CH:30]=4)[CH2:21][CH2:20]3)[CH:14]=[CH:15][CH:16]=2)[CH:11]=[CH:10]1. (8) Given the product [CH3:17][C@@H:13]1[CH2:14][CH2:15][CH2:16][N:12]1[C@@H:10]1[CH2:11][C@H:8]([C:5]2[CH:6]=[CH:7][C:2]([C:23]3[CH:24]=[CH:25][C:20]([C:18]#[N:19])=[CH:21][CH:22]=3)=[CH:3][CH:4]=2)[CH2:9]1, predict the reactants needed to synthesize it. The reactants are: Br[C:2]1[CH:7]=[CH:6][C:5]([C@@H:8]2[CH2:11][C@H:10]([N:12]3[CH2:16][CH2:15][CH2:14][C@H:13]3[CH3:17])[CH2:9]2)=[CH:4][CH:3]=1.[C:18]([C:20]1[CH:25]=[CH:24][C:23](B(O)O)=[CH:22][CH:21]=1)#[N:19].C(=O)([O-])[O-].[K+].[K+].